From a dataset of Peptide-MHC class I binding affinity with 185,985 pairs from IEDB/IMGT. Regression. Given a peptide amino acid sequence and an MHC pseudo amino acid sequence, predict their binding affinity value. This is MHC class I binding data. (1) The peptide sequence is AVLYYHMMK. The MHC is HLA-A03:01 with pseudo-sequence HLA-A03:01. The binding affinity (normalized) is 0.299. (2) The peptide sequence is GIDIFLPLS. The MHC is HLA-A01:01 with pseudo-sequence HLA-A01:01. The binding affinity (normalized) is 0. (3) The MHC is HLA-A26:01 with pseudo-sequence HLA-A26:01. The binding affinity (normalized) is 0.619. The peptide sequence is LTITYSSSM. (4) The peptide sequence is RQLFKPLTKK. The binding affinity (normalized) is 0.241. The MHC is HLA-A33:01 with pseudo-sequence HLA-A33:01. (5) The peptide sequence is YLYDETQDV. The MHC is HLA-A02:12 with pseudo-sequence HLA-A02:12. The binding affinity (normalized) is 0.834. (6) The peptide sequence is RGDNRRGL. The MHC is Mamu-B08 with pseudo-sequence Mamu-B08. The binding affinity (normalized) is 0.310. (7) The peptide sequence is RTFGCSWEF. The MHC is HLA-B45:06 with pseudo-sequence HLA-B45:06. The binding affinity (normalized) is 0.213. (8) The peptide sequence is TFMDHVLRY. The MHC is HLA-A29:02 with pseudo-sequence HLA-A29:02. The binding affinity (normalized) is 1.00. (9) The peptide sequence is YLGSWATGK. The MHC is HLA-A02:01 with pseudo-sequence HLA-A02:01. The binding affinity (normalized) is 0.106. (10) The peptide sequence is YMYAATNTH. The MHC is HLA-B58:01 with pseudo-sequence HLA-B58:01. The binding affinity (normalized) is 0.0847.